Dataset: Reaction yield outcomes from USPTO patents with 853,638 reactions. Task: Predict the reaction yield, written as a fraction of the theoretical maximum amount of product (1.0 means a 100% yield; for example, 0.34 means a 34% yield). (1) The reactants are [Br:1][C:2]1[CH:10]=[CH:9][CH:8]=[C:7]2[C:3]=1[C:4](O)([C:19]1[C:20]([OH:28])=[CH:21][C:22]3[O:26][CH2:25][CH2:24][C:23]=3[CH:27]=1)[C:5](=[O:18])[N:6]2[CH2:11][C:12]1[CH:17]=[CH:16][CH:15]=[CH:14][N:13]=1.C(N(CC)CC)C.O=S(Cl)Cl. The catalyst is ClCCl.C(O)(=O)C.O1CCCC1.[Zn]. The product is [Br:1][C:2]1[CH:10]=[CH:9][CH:8]=[C:7]2[C:3]=1[CH:4]([C:19]1[C:20]([OH:28])=[CH:21][C:22]3[O:26][CH2:25][CH2:24][C:23]=3[CH:27]=1)[C:5](=[O:18])[N:6]2[CH2:11][C:12]1[CH:17]=[CH:16][CH:15]=[CH:14][N:13]=1. The yield is 0.770. (2) The catalyst is C([O-])(=O)C.[Pd+2].C([O-])(=O)C.I.C12(P(C34CC5CC(CC(C5)C3)C4)CCCC)CC3CC(CC(C3)C1)C2.O.C1(C)C=CC=CC=1. The reactants are Br[C:2]1[C:8]([F:9])=[CH:7][C:5]([NH2:6])=[CH:4][C:3]=1[F:10].C(=O)([O-])[O-].[Cs+].[Cs+].[CH:17]1([B-](F)(F)F)[CH2:19][CH2:18]1.[K]. The yield is 0.820. The product is [CH:17]1([C:2]2[C:8]([F:9])=[CH:7][C:5]([NH2:6])=[CH:4][C:3]=2[F:10])[CH2:19][CH2:18]1. (3) The reactants are CC(C)([O-])C.[K+].[C:7]([O:11][C:12](=[O:30])[NH:13][C:14]([CH3:29])([CH3:28])[CH2:15][N:16]([C:24](=[O:27])[CH2:25]Br)[C:17]1[CH:22]=[CH:21][CH:20]=[CH:19][C:18]=1[CH3:23])([CH3:10])([CH3:9])[CH3:8].[Cl-].[NH4+]. The catalyst is O1CCCC1.O. The product is [C:7]([O:11][C:12]([N:13]1[CH2:25][C:24](=[O:27])[N:16]([C:17]2[CH:22]=[CH:21][CH:20]=[CH:19][C:18]=2[CH3:23])[CH2:15][C:14]1([CH3:29])[CH3:28])=[O:30])([CH3:10])([CH3:9])[CH3:8]. The yield is 0.710. (4) The catalyst is C1COCC1. The product is [CH2:29]1[O:52][C:32]2([CH2:33][CH2:34][C:35]([CH:50]=[CH2:3])([C:38]3[C:47]4[O:46][CH2:45][CH2:44][O:43][C:42]=4[C:41]([O:48][CH3:49])=[CH:40][CH:39]=3)[CH2:36][CH2:37]2)[O:31][CH2:30]1. The reactants are [Br-].Br[CH2:3][P+](C1C=CC=CC=1)(C1C=CC=CC=1)C1C=CC=CC=1.CC(C)([O-])C.[K+].[CH2:29]1[O:52][C:32]2([CH2:37][CH2:36][C:35]([CH:50]=O)([C:38]3[C:47]4[O:46][CH2:45][CH2:44][O:43][C:42]=4[C:41]([O:48][CH3:49])=[CH:40][CH:39]=3)[CH2:34][CH2:33]2)[O:31][CH2:30]1.O. The yield is 0.240.